This data is from Forward reaction prediction with 1.9M reactions from USPTO patents (1976-2016). The task is: Predict the product of the given reaction. (1) Given the reactants I[CH2:2][CH3:3].[NH:4]1[CH2:8][CH2:7][CH2:6][C@H:5]1[C:9]([O:11][CH2:12][C:13]1[CH:18]=[CH:17][CH:16]=[CH:15][CH:14]=1)=[O:10].C(=O)([O-])[O-].[K+].[K+], predict the reaction product. The product is: [CH2:2]([N:4]1[CH2:8][CH2:7][CH2:6][C@H:5]1[C:9]([O:11][CH2:12][C:13]1[CH:18]=[CH:17][CH:16]=[CH:15][CH:14]=1)=[O:10])[CH3:3]. (2) Given the reactants [CH2:1]([N:3]([CH2:19][CH3:20])[C:4]([C:6]1[CH:14]=[C:13]2[C:9]([C:10]([CH2:15][C@H:16]([NH2:18])[CH3:17])=[CH:11][NH:12]2)=[CH:8][CH:7]=1)=[O:5])[CH3:2].[Cl:21][C:22]1[CH:23]=[C:24]([CH:28]=[CH:29][CH:30]=1)[C@H:25]1[O:27][CH2:26]1, predict the reaction product. The product is: [CH2:19]([N:3]([CH2:1][CH3:2])[C:4]([C:6]1[CH:14]=[C:13]2[C:9]([C:10]([CH2:15][C@H:16]([NH:18][CH2:26][C@@H:25]([C:24]3[CH:28]=[CH:29][CH:30]=[C:22]([Cl:21])[CH:23]=3)[OH:27])[CH3:17])=[CH:11][NH:12]2)=[CH:8][CH:7]=1)=[O:5])[CH3:20]. (3) Given the reactants [CH3:1][C:2]1[S:6][C:5]([CH:7]=O)=[CH:4][CH:3]=1.[CH3:9][O:10][C:11]([CH:13]=P(C1C=CC=CC=1)(C1C=CC=CC=1)C1C=CC=CC=1)=[O:12], predict the reaction product. The product is: [CH3:9][O:10][C:11](=[O:12])[CH:13]=[CH:7][C:5]1[S:6][C:2]([CH3:1])=[CH:3][CH:4]=1. (4) Given the reactants C([Li])(CC)C.[Si:6]([O:13][C:14]1[C:19]([F:20])=[CH:18][CH:17]=[CH:16][C:15]=1[F:21])([C:9]([CH3:12])([CH3:11])[CH3:10])([CH3:8])[CH3:7].[O:22]1[CH2:26][CH2:25][CH:24](/[CH:27]=[N:28]/[S:29]([C:31]([CH3:34])([CH3:33])[CH3:32])=[O:30])[CH2:23]1, predict the reaction product. The product is: [C:9]([Si:6]([CH3:8])([CH3:7])[O:13][C:14]1[C:15]([F:21])=[C:16]([CH:27]([NH:28][S:29]([C:31]([CH3:34])([CH3:33])[CH3:32])=[O:30])[CH:24]2[CH2:25][CH2:26][O:22][CH2:23]2)[CH:17]=[CH:18][C:19]=1[F:20])([CH3:12])([CH3:11])[CH3:10]. (5) Given the reactants [Br:1][C:2]1[CH:3]=[C:4]2[C:9](=[CH:10][CH:11]=1)[CH2:8][C:7](=O)[CH2:6][CH2:5]2.C(N)CN.[N+:17]([CH3:20])([O-:19])=[O:18], predict the reaction product. The product is: [Br:1][C:2]1[CH:3]=[C:4]2[C:9]([CH:8]=[C:7]([CH2:20][N+:17]([O-:19])=[O:18])[CH2:6][CH2:5]2)=[CH:10][CH:11]=1. (6) Given the reactants [O:1]1[C:10]2[C:5](=[CH:6][CH:7]=[CH:8][CH:9]=2)[CH:4]([C:11]2[CH:32]=[CH:31][C:14]([C:15]([NH:17][C@@H:18]3[CH2:26][C@:21]4([O:25][CH2:24][CH2:23][CH2:22]4)[CH2:20][C@@H:19]3[C:27](OC)=[O:28])=[O:16])=[CH:13][CH:12]=2)[CH2:3][CH2:2]1.[C:33]([OH:39])([C:35]([F:38])([F:37])[F:36])=[O:34].Cl.[NH2:41][OH:42], predict the reaction product. The product is: [C:33]([OH:39])([C:35]([F:38])([F:37])[F:36])=[O:34].[O:1]1[C:10]2[C:5](=[CH:6][CH:7]=[CH:8][CH:9]=2)[CH:4]([C:11]2[CH:32]=[CH:31][C:14]([C:15]([NH:17][C@@H:18]3[CH2:26][C@:21]4([O:25][CH2:24][CH2:23][CH2:22]4)[CH2:20][C@@H:19]3[C:27]([NH:41][OH:42])=[O:28])=[O:16])=[CH:13][CH:12]=2)[CH2:3][CH2:2]1. (7) Given the reactants [F:1][C:2]1[CH:3]=[C:4]([NH:8][C:9]2[N:17]=[CH:16][CH:15]=[CH:14][C:10]=2[C:11]([OH:13])=O)[CH:5]=[CH:6][CH:7]=1.Cl.[NH2:19][C:20]([CH3:25])([CH2:23][CH3:24])[C:21]#[CH:22].C1C=CC2N(O)N=NC=2C=1.CCN=C=NCCCN(C)C.CCN(C(C)C)C(C)C, predict the reaction product. The product is: [F:1][C:2]1[CH:3]=[C:4]([NH:8][C:9]2[N:17]=[CH:16][CH:15]=[CH:14][C:10]=2[C:11]([NH:19][C:20]([CH3:25])([CH2:23][CH3:24])[C:21]#[CH:22])=[O:13])[CH:5]=[CH:6][CH:7]=1.